The task is: Predict which catalyst facilitates the given reaction.. This data is from Catalyst prediction with 721,799 reactions and 888 catalyst types from USPTO. (1) Reactant: [C:1]([C:3]1[C:7]([CH3:8])=[C:6]([CH3:9])[S:5][C:4]=1[NH:10][C:11]([NH:13]C(=O)C1C=CC=CC=1)=[S:12])#[N:2].[OH-].[Na+]. Product: [NH2:2][C:1]1[C:3]2[C:7]([CH3:8])=[C:6]([CH3:9])[S:5][C:4]=2[NH:10][C:11](=[S:12])[N:13]=1. The catalyst class is: 14. (2) Reactant: C([O:4][CH2:5][C:6]1[N:10]([C:11]2[CH:16]=[CH:15][C:14]([C:17]#[N:18])=[C:13]([O:19][C:20]([F:23])([F:22])[F:21])[CH:12]=2)[N:9]=[N:8][N:7]=1)(=O)C.[OH-].[Li+]. The catalyst class is: 200. Product: [OH:4][CH2:5][C:6]1[N:10]([C:11]2[CH:16]=[CH:15][C:14]([C:17]#[N:18])=[C:13]([O:19][C:20]([F:23])([F:22])[F:21])[CH:12]=2)[N:9]=[N:8][N:7]=1. (3) Reactant: [CH:1](/[C:9]1[CH:14]=[CH:13][C:12]([C:15]([F:18])([F:17])[F:16])=[CH:11][C:10]=1[C:19]1[N:23]=[N:22][NH:21][C:20]=1[C:24]#[N:25])=[CH:2]\[C:3]1[CH:8]=[CH:7][CH:6]=[CH:5][CH:4]=1. Product: [CH2:1]([C:9]1[CH:14]=[CH:13][C:12]([C:15]([F:16])([F:17])[F:18])=[CH:11][C:10]=1[C:19]1[N:23]=[N:22][NH:21][C:20]=1[C:24]#[N:25])[CH2:2][C:3]1[CH:4]=[CH:5][CH:6]=[CH:7][CH:8]=1. The catalyst class is: 50.